The task is: Predict the reaction yield, written as a fraction of the theoretical maximum amount of product (1.0 means a 100% yield; for example, 0.34 means a 34% yield).. This data is from Reaction yield outcomes from USPTO patents with 853,638 reactions. The reactants are [F:1][C:2]1[CH:7]=[CH:6][C:5]([C:8]2[S:12][CH:11]=[N:10][CH:9]=2)=[CH:4][CH:3]=1.[Li]CCCC.[N:18]1[CH:23]=[CH:22][C:21]([C:24](=[O:26])[CH3:25])=[CH:20][CH:19]=1. The catalyst is C1COCC1. The product is [F:1][C:2]1[CH:3]=[CH:4][C:5]([C:8]2[S:12][C:11]([C:24]([C:21]3[CH:22]=[CH:23][N:18]=[CH:19][CH:20]=3)([OH:26])[CH3:25])=[N:10][CH:9]=2)=[CH:6][CH:7]=1. The yield is 0.220.